This data is from Forward reaction prediction with 1.9M reactions from USPTO patents (1976-2016). The task is: Predict the product of the given reaction. (1) Given the reactants [N+:1]([C:4]1[CH:9]=[CH:8][C:7]([C@@H:10]2[CH2:14][CH2:13][C@@H:12]([C:15]3[CH:20]=[CH:19][C:18]([N+:21]([O-])=O)=[CH:17][CH:16]=3)[N:11]2[C:24]2[CH:29]=[C:28]([F:30])[C:27]([N:31]3[CH2:36][CH2:35][CH:34]([C:37]4[CH:42]=[CH:41][CH:40]=[CH:39][CH:38]=4)[CH2:33][CH2:32]3)=[C:26]([F:43])[CH:25]=2)=[CH:6][CH:5]=1)([O-])=O.[Cl-].[NH4+].C(OCC)(=O)C, predict the reaction product. The product is: [F:43][C:26]1[CH:25]=[C:24]([N:11]2[C@H:10]([C:7]3[CH:8]=[CH:9][C:4]([NH2:1])=[CH:5][CH:6]=3)[CH2:14][CH2:13][C@H:12]2[C:15]2[CH:16]=[CH:17][C:18]([NH2:21])=[CH:19][CH:20]=2)[CH:29]=[C:28]([F:30])[C:27]=1[N:31]1[CH2:36][CH2:35][CH:34]([C:37]2[CH:38]=[CH:39][CH:40]=[CH:41][CH:42]=2)[CH2:33][CH2:32]1. (2) Given the reactants [CH:1]1([C:4]2[CH:5]=[C:6]([CH:28]=[C:29]([O:32][CH2:33][CH3:34])[C:30]=2I)[CH2:7][N:8]2[CH2:11][C:10]3([CH2:15][C:14]([N:16]4[CH2:21][CH2:20][C:19]([CH3:27])([C:22]([O:24][CH2:25][CH3:26])=[O:23])[CH2:18][CH2:17]4)=[N:13][O:12]3)[CH2:9]2)[CH2:3][CH2:2]1.[F:35][C:36]1[CH:41]=[C:40]([F:42])[CH:39]=[CH:38][C:37]=1B(O)O.[F-].[Cs+].COCCOC, predict the reaction product. The product is: [CH:1]1([C:4]2[CH:5]=[C:6]([CH2:7][N:8]3[CH2:11][C:10]4([CH2:15][C:14]([N:16]5[CH2:21][CH2:20][C:19]([CH3:27])([C:22]([O:24][CH2:25][CH3:26])=[O:23])[CH2:18][CH2:17]5)=[N:13][O:12]4)[CH2:9]3)[CH:28]=[C:29]([O:32][CH2:33][CH3:34])[C:30]=2[C:39]2[CH:38]=[CH:37][C:36]([F:35])=[CH:41][C:40]=2[F:42])[CH2:3][CH2:2]1. (3) Given the reactants [CH3:1][O:2][C:3](=[O:38])[C:4]([CH3:37])([CH3:36])[C:5]1[CH:10]=[CH:9][C:8]([CH:11]([OH:35])[CH2:12][CH2:13][CH2:14][N:15]2[CH2:20][CH2:19][CH:18]([C:21]([OH:34])([C:28]3[CH:33]=[CH:32][CH:31]=[CH:30][CH:29]=3)[C:22]3[CH:27]=[CH:26][CH:25]=[CH:24][CH:23]=3)[CH2:17][CH2:16]2)=[CH:7][CH:6]=1.CC(C)=O.OS(O)(=O)=O.O=[Cr](=O)=O, predict the reaction product. The product is: [CH3:1][O:2][C:3](=[O:38])[C:4]([CH3:36])([CH3:37])[C:5]1[CH:10]=[CH:9][C:8]([C:11](=[O:35])[CH2:12][CH2:13][CH2:14][N:15]2[CH2:20][CH2:19][CH:18]([C:21]([OH:34])([C:22]3[CH:23]=[CH:24][CH:25]=[CH:26][CH:27]=3)[C:28]3[CH:33]=[CH:32][CH:31]=[CH:30][CH:29]=3)[CH2:17][CH2:16]2)=[CH:7][CH:6]=1.